Task: Predict the reactants needed to synthesize the given product.. Dataset: Full USPTO retrosynthesis dataset with 1.9M reactions from patents (1976-2016) (1) Given the product [CH3:8][C:6]1[N:13]=[CH:11][O:12][C:5]=1[C:4]([OH:3])=[O:10], predict the reactants needed to synthesize it. The reactants are: C([O:3][C:4](=[O:10])[CH:5](Cl)[C:6]([CH3:8])=O)C.[CH:11]([NH2:13])=[O:12].[OH-].[Na+]. (2) Given the product [CH2:10]([O:12][C:13]([N:15]1[CH2:16][CH2:17][N:18]([C:2]2[CH:9]=[CH:8][CH:7]=[CH:6][C:3]=2[CH:4]=[O:5])[CH2:19][CH2:20]1)=[O:14])[CH3:11], predict the reactants needed to synthesize it. The reactants are: F[C:2]1[CH:9]=[CH:8][CH:7]=[CH:6][C:3]=1[CH:4]=[O:5].[CH2:10]([O:12][C:13]([N:15]1[CH2:20][CH2:19][NH:18][CH2:17][CH2:16]1)=[O:14])[CH3:11].C(=O)([O-])[O-].[Ca+2]. (3) Given the product [NH2:16][C:13]1[CH:14]=[CH:15][C:10]([C:8]([C:5]2[CH:6]=[CH:7][C:2]([Cl:1])=[CH:3][CH:4]=2)=[O:9])=[CH:11][CH:12]=1, predict the reactants needed to synthesize it. The reactants are: [Cl:1][C:2]1[CH:7]=[CH:6][C:5]([C:8]([C:10]2[CH:15]=[CH:14][C:13]([N+:16]([O-])=O)=[CH:12][CH:11]=2)=[O:9])=[CH:4][CH:3]=1.CN1C(C(C2C=CC([N+]([O-])=O)=CC=2)=O)=CN=C1. (4) Given the product [ClH:38].[ClH:38].[CH2:1]([N:3]1[CH2:8][CH2:7][N:6]([C:9]2[C:18]3[C:13](=[CH:14][CH:15]=[CH:16][CH:17]=3)[CH:12]=[C:11]([C:19]3[CH:24]=[CH:23][C:22]([C:25](=[O:37])[NH:26][CH2:27][CH2:28][OH:29])=[CH:21][CH:20]=3)[N:10]=2)[CH2:5][CH2:4]1)[CH3:2], predict the reactants needed to synthesize it. The reactants are: [CH2:1]([N:3]1[CH2:8][CH2:7][N:6]([C:9]2[C:18]3[C:13](=[CH:14][CH:15]=[CH:16][CH:17]=3)[CH:12]=[C:11]([C:19]3[CH:24]=[CH:23][C:22]([C:25](=[O:37])[NH:26][CH2:27][CH2:28][O:29]CC4C=CC=CC=4)=[CH:21][CH:20]=3)[N:10]=2)[CH2:5][CH2:4]1)[CH3:2].[ClH:38]. (5) Given the product [Cl:1][C:2]1[CH:3]=[C:4]([NH:9][C:10]([N:12]2[CH2:13][CH2:14][CH:15]([CH2:18][CH:19]3[CH2:24][CH2:23][CH2:22][N:21]([CH2:25][CH3:26])[CH2:20]3)[CH2:16][CH2:17]2)=[O:11])[CH:5]=[CH:6][C:7]=1[Cl:8], predict the reactants needed to synthesize it. The reactants are: [Cl:1][C:2]1[CH:3]=[C:4]([NH:9][C:10]([N:12]2[CH2:17][CH2:16][C:15](=[CH:18][CH:19]3[CH2:24][CH2:23][CH2:22][N:21]([CH2:25][CH3:26])[CH2:20]3)[CH2:14][CH2:13]2)=[O:11])[CH:5]=[CH:6][C:7]=1[Cl:8]. (6) Given the product [O:1]([CH2:8][C@@H:9]([OH:44])[CH2:10][NH:11][CH2:19][CH2:20][CH:21]([C:22]1[CH:23]=[CH:24][C:25]([NH:28][C:29]([O:31][CH3:32])=[O:30])=[CH:26][CH:27]=1)[C:33]1[CH:38]=[CH:37][C:36]([NH:39][C:40]([O:42][CH3:43])=[O:41])=[CH:35][CH:34]=1)[C:2]1[CH:7]=[CH:6][CH:5]=[CH:4][CH:3]=1, predict the reactants needed to synthesize it. The reactants are: [O:1]([CH2:8][C@@H:9]([OH:44])[CH2:10][N:11]([CH2:19][CH2:20][CH:21]([C:33]1[CH:38]=[CH:37][C:36]([NH:39][C:40]([O:42][CH3:43])=[O:41])=[CH:35][CH:34]=1)[C:22]1[CH:27]=[CH:26][C:25]([NH:28][C:29]([O:31][CH3:32])=[O:30])=[CH:24][CH:23]=1)CC1C=CC=CC=1)[C:2]1[CH:7]=[CH:6][CH:5]=[CH:4][CH:3]=1. (7) Given the product [NH2:33][C:10]1[C:9](=[O:36])[N:8]([CH2:1][C:2]2[CH:7]=[CH:6][CH:5]=[CH:4][CH:3]=2)[CH:13]=[C:12]([C:14]2[CH:19]=[CH:18][C:17]([C:20]3[C:25]4[O:26][C:27]5[CH:32]=[CH:31][CH:30]=[CH:29][C:28]=5[C:24]=4[CH:23]=[CH:22][CH:21]=3)=[CH:16][CH:15]=2)[CH:11]=1, predict the reactants needed to synthesize it. The reactants are: [CH2:1]([N:8]1[CH:13]=[C:12]([C:14]2[CH:19]=[CH:18][C:17]([C:20]3[C:25]4[O:26][C:27]5[CH:32]=[CH:31][CH:30]=[CH:29][C:28]=5[C:24]=4[CH:23]=[CH:22][CH:21]=3)=[CH:16][CH:15]=2)[CH:11]=[C:10]([N+:33]([O-])=O)[C:9]1=[O:36])[C:2]1[CH:7]=[CH:6][CH:5]=[CH:4][CH:3]=1. (8) Given the product [Cl:1][C:2]1[CH:7]=[C:6]2[C:5]([CH2:8][CH:9]([CH:10]([CH3:12])[CH3:11])[N:13]=[CH:14]2)=[CH:4][C:3]=1[O:16][CH2:17][CH2:18][CH2:19][O:20][CH3:21], predict the reactants needed to synthesize it. The reactants are: [Cl:1][C:2]1[CH:7]=[CH:6][C:5]([CH2:8][CH:9]([NH:13][CH:14]=O)[CH:10]([CH3:12])[CH3:11])=[CH:4][C:3]=1[O:16][CH2:17][CH2:18][CH2:19][O:20][CH3:21].O=P(Cl)(Cl)Cl.